From a dataset of Reaction yield outcomes from USPTO patents with 853,638 reactions. Predict the reaction yield, written as a fraction of the theoretical maximum amount of product (1.0 means a 100% yield; for example, 0.34 means a 34% yield). (1) The reactants are [F:1][CH:2]([F:41])[C:3]1[N:7]([C:8]2[N:13]=[C:12]([N:14]3[CH2:19][CH2:18][O:17][CH2:16][CH2:15]3)[N:11]=[C:10]([N:20]3[CH2:25][CH2:24][CH:23]([N:26]([CH2:31][CH2:32]CO)[S:27]([CH3:30])(=[O:29])=[O:28])[CH2:22][CH2:21]3)[N:9]=2)[C:6]2[CH:35]=[CH:36][CH:37]=[C:38]([O:39][CH3:40])[C:5]=2[N:4]=1.[CH3:42]S(Cl)(=O)=O.[NH:47]1[CH2:52][CH2:51][O:50][CH2:49][CH2:48]1. No catalyst specified. The product is [F:41][CH:2]([F:1])[C:3]1[N:7]([C:8]2[N:13]=[C:12]([N:14]3[CH2:15][CH2:16][O:17][CH2:18][CH2:19]3)[N:11]=[C:10]([N:20]3[CH2:25][CH2:24][CH:23]([N:26]([CH2:31][CH2:32][CH2:42][N:47]4[CH2:52][CH2:51][O:50][CH2:49][CH2:48]4)[S:27]([CH3:30])(=[O:28])=[O:29])[CH2:22][CH2:21]3)[N:9]=2)[C:6]2[CH:35]=[CH:36][CH:37]=[C:38]([O:39][CH3:40])[C:5]=2[N:4]=1. The yield is 0.580. (2) The reactants are [OH:1][C:2]1[CH:7]=[CH:6][C:5]([C:8]([F:11])([F:10])[F:9])=[CH:4][N:3]=1.[CH2:12]([NH:19][C:20]([C:22]1[S:26][C:25](Br)=[N:24][C:23]=1[CH3:28])=[O:21])[C:13]1[CH:18]=[CH:17][CH:16]=[CH:15][CH:14]=1. No catalyst specified. The product is [CH2:12]([NH:19][C:20]([C:22]1[S:26][C:25]([N:3]2[CH:4]=[C:5]([C:8]([F:9])([F:11])[F:10])[CH:6]=[CH:7][C:2]2=[O:1])=[N:24][C:23]=1[CH3:28])=[O:21])[C:13]1[CH:14]=[CH:15][CH:16]=[CH:17][CH:18]=1. The yield is 0.600.